From a dataset of Reaction yield outcomes from USPTO patents with 853,638 reactions. Predict the reaction yield, written as a fraction of the theoretical maximum amount of product (1.0 means a 100% yield; for example, 0.34 means a 34% yield). (1) The yield is 0.910. The catalyst is C(O)C.O.C1C=CC([P]([Pd]([P](C2C=CC=CC=2)(C2C=CC=CC=2)C2C=CC=CC=2)([P](C2C=CC=CC=2)(C2C=CC=CC=2)C2C=CC=CC=2)[P](C2C=CC=CC=2)(C2C=CC=CC=2)C2C=CC=CC=2)(C2C=CC=CC=2)C2C=CC=CC=2)=CC=1. The reactants are Br[C:2]1[CH:3]=[C:4]([CH2:8][CH2:9][N:10]2[CH:14]=[CH:13][N:12]=[CH:11]2)[CH:5]=[CH:6][CH:7]=1.[CH2:15]([C:19]1[S:23][C:22]([S:24]([NH:27][C:28]([CH3:31])([CH3:30])[CH3:29])(=[O:26])=[O:25])=[C:21](B(O)O)[CH:20]=1)[CH:16]([CH3:18])[CH3:17].C([O-])([O-])=[O:36].[Na+].[Na+].[C:41]1(C)C=C[CH:44]=[CH:43][CH:42]=1. The product is [N:10]1([CH2:9][C:8]([C:4]2[CH:3]=[C:2]([C:21]3[CH:20]=[C:19]([CH2:15][CH:16]([CH3:18])[CH3:17])[S:23][C:22]=3[S:24]([NH:27][C:28]([CH3:31])([CH3:30])[CH3:29])(=[O:26])=[O:25])[CH:7]=[CH:6][CH:5]=2)=[O:36])[C:14]2[CH:41]=[CH:42][CH:43]=[CH:44][C:13]=2[N:12]=[CH:11]1. (2) The reactants are FC(F)(F)C(O)=O.[CH3:8][O:9][C:10](=[O:33])[C:11]1[CH:16]=[C:15]([O:17]COC)[CH:14]=[C:13]([O:21][C:22]2[CH:23]=[N:24][C:25]([S:28]([CH2:31][CH3:32])(=[O:30])=[O:29])=[CH:26][CH:27]=2)[CH:12]=1. The catalyst is C(Cl)Cl. The product is [CH3:8][O:9][C:10](=[O:33])[C:11]1[CH:16]=[C:15]([OH:17])[CH:14]=[C:13]([O:21][C:22]2[CH:23]=[N:24][C:25]([S:28]([CH2:31][CH3:32])(=[O:30])=[O:29])=[CH:26][CH:27]=2)[CH:12]=1. The yield is 0.850. (3) The reactants are [O:1]([C:8]1[CH:14]=[CH:13][CH:12]=[CH:11][C:9]=1[NH2:10])[C:2]1[CH:7]=[CH:6][CH:5]=[CH:4][CH:3]=1.[CH3:15][C:16]([CH3:18])=O.C(O)(=O)C.C(O[BH-](OC(=O)C)OC(=O)C)(=O)C.[Na+]. The catalyst is ClC(Cl)C. The product is [CH:16]([NH:10][C:9]1[CH:11]=[CH:12][CH:13]=[CH:14][C:8]=1[O:1][C:2]1[CH:3]=[CH:4][CH:5]=[CH:6][CH:7]=1)([CH3:18])[CH3:15]. The yield is 0.910. (4) The reactants are [CH2:1]([C@:4]1([CH2:18][O:19][CH2:20][C:21]2[CH:26]=[CH:25][CH:24]=[CH:23][CH:22]=2)[CH2:8][N:7]([C@@H:9]([C:11]2[CH:16]=[CH:15][CH:14]=[CH:13][CH:12]=2)[CH3:10])[C:6](=[O:17])[CH2:5]1)[CH:2]=C.[O:27]=[O+][O-].[BH4-].[Na+].[Cl-].[NH4+]. The catalyst is ClCCl.O.C(OCC)(=O)C.CO. The product is [CH2:20]([O:19][CH2:18][C@@:4]1([CH2:1][CH2:2][OH:27])[CH2:8][N:7]([C@@H:9]([C:11]2[CH:12]=[CH:13][CH:14]=[CH:15][CH:16]=2)[CH3:10])[C:6](=[O:17])[CH2:5]1)[C:21]1[CH:22]=[CH:23][CH:24]=[CH:25][CH:26]=1. The yield is 0.790.